The task is: Predict the reactants needed to synthesize the given product.. This data is from Full USPTO retrosynthesis dataset with 1.9M reactions from patents (1976-2016). (1) Given the product [Cl:1][C:2]1[CH:24]=[CH:23][CH:22]=[C:21]([CH3:25])[C:3]=1[CH2:4][N:5]1[C:13]2[C:8](=[N:9][CH:10]=[C:11]([C:14]([F:19])([F:18])[C:15]([O-:17])=[O:16])[CH:12]=2)[C:7]([CH3:20])=[N:6]1.[K+:27], predict the reactants needed to synthesize it. The reactants are: [Cl:1][C:2]1[CH:24]=[CH:23][CH:22]=[C:21]([CH3:25])[C:3]=1[CH2:4][N:5]1[C:13]2[C:8](=[N:9][CH:10]=[C:11]([C:14]([F:19])([F:18])[C:15]([OH:17])=[O:16])[CH:12]=2)[C:7]([CH3:20])=[N:6]1.[OH-].[K+:27]. (2) The reactants are: C(O[C:5](=[O:16])[NH:6][C:7]1[CH:8]([O:13][CH2:14][CH3:15])[O:9][C:10](=[O:12])[CH:11]=1)C=C.C([SiH2][O:22][C:23](C)(C)[C:24]1[CH2:30][N:29]([CH2:31]C(O)=O)[C:28](=[O:35])[CH:27]([NH:36][C:37]([C:39]2[C:48]3[C:43](=[CH:44][CH:45]=[CH:46][CH:47]=3)[CH:42]=[CH:41][N:40]=2)=[O:38])[CH2:26][CH:25]=1)(C)(C)C.C1C=CC2N(O)N=NC=2C=1.CCN=C=NCCCN(C)C.Cl. Given the product [OH:22][CH2:23][C:24]1[CH2:30][N:29]([CH2:31][C:5](=[O:16])[NH:6][CH:7]2[CH2:11][C:10](=[O:12])[O:9][CH:8]2[O:13][CH2:14][CH3:15])[C:28](=[O:35])[CH:27]([NH:36][C:37]([C:39]2[C:48]3[C:43](=[CH:44][CH:45]=[CH:46][CH:47]=3)[CH:42]=[CH:41][N:40]=2)=[O:38])[CH2:26][CH:25]=1, predict the reactants needed to synthesize it. (3) Given the product [CH:20]([C@H:19]([NH:23][CH2:24][CH2:25][CH3:26])[CH2:18][C@H:17]([C:27]1[S:28][CH:29]=[C:30]([C:32]([O:34][CH3:35])=[O:33])[N:31]=1)[O:16][C:45](=[O:46])[C@H:44]([CH:48]([CH2:51][CH3:52])[CH2:49][CH3:50])[NH:43][C:41](=[O:42])[O:40][C:36]([CH3:39])([CH3:38])[CH3:37])([CH3:22])[CH3:21], predict the reactants needed to synthesize it. The reactants are: C1CCC(N=C=NC2CCCCC2)CC1.[OH:16][C@@H:17]([C:27]1[S:28][CH:29]=[C:30]([C:32]([O:34][CH3:35])=[O:33])[N:31]=1)[CH2:18][C@@H:19]([NH:23][CH2:24][CH2:25][CH3:26])[CH:20]([CH3:22])[CH3:21].[C:36]([O:40][C:41]([NH:43][C@@H:44]([CH:48]([CH2:51][CH3:52])[CH2:49][CH3:50])[C:45](O)=[O:46])=[O:42])([CH3:39])([CH3:38])[CH3:37].O.C(O)(C)(C)C.